From a dataset of Full USPTO retrosynthesis dataset with 1.9M reactions from patents (1976-2016). Predict the reactants needed to synthesize the given product. (1) Given the product [CH3:13][O:12][C:7]1[CH:8]=[C:9]2[C:4](=[CH:5][C:6]=1[O:14][CH3:15])[N:3]=[C:2]([NH:16][C:17]1[CH:22]=[CH:21][C:20]([S:23]([NH2:26])(=[O:24])=[O:25])=[CH:19][CH:18]=1)[N:11]=[CH:10]2, predict the reactants needed to synthesize it. The reactants are: Cl[C:2]1[N:11]=[CH:10][C:9]2[C:4](=[CH:5][C:6]([O:14][CH3:15])=[C:7]([O:12][CH3:13])[CH:8]=2)[N:3]=1.[NH2:16][C:17]1[CH:22]=[CH:21][C:20]([S:23]([NH2:26])(=[O:25])=[O:24])=[CH:19][CH:18]=1. (2) Given the product [Cl:35][C:36]1[N:41]=[CH:40][C:39]([CH2:16][C:10]2[CH:11]=[N:12][C:13]([O:14][CH3:15])=[C:8]([C:5]3[CH:6]=[CH:7][C:2]([F:1])=[CH:3][CH:4]=3)[CH:9]=2)=[CH:38][N:37]=1, predict the reactants needed to synthesize it. The reactants are: [F:1][C:2]1[CH:7]=[CH:6][C:5]([C:8]2[CH:9]=[C:10]([CH2:16]O)[CH:11]=[N:12][C:13]=2[O:14][CH3:15])=[CH:4][CH:3]=1.ClCC1C=C(C2C=CC(F)=CC=2)C(OC)=NC=1.[Cl:35][C:36]1[N:41]=[CH:40][C:39](B(O)O)=[CH:38][N:37]=1.